The task is: Regression. Given a peptide amino acid sequence and an MHC pseudo amino acid sequence, predict their binding affinity value. This is MHC class II binding data.. This data is from Peptide-MHC class II binding affinity with 134,281 pairs from IEDB. (1) The peptide sequence is GLSGEPKGGAESSSK. The MHC is DRB1_0101 with pseudo-sequence DRB1_0101. The binding affinity (normalized) is 0.417. (2) The peptide sequence is PFLAVEKQDVKDWTD. The MHC is DRB1_0101 with pseudo-sequence DRB1_0101. The binding affinity (normalized) is 0.368. (3) The binding affinity (normalized) is 0.551. The peptide sequence is LEAAVKQAYAATVAT. The MHC is DRB1_0901 with pseudo-sequence DRB1_0901. (4) The peptide sequence is YDKFLANVSTVPTGK. The MHC is DRB1_0404 with pseudo-sequence DRB1_0404. The binding affinity (normalized) is 0.865. (5) The peptide sequence is KQTLIAIHTLAIRYA. The MHC is DRB1_0401 with pseudo-sequence DRB1_0401. The binding affinity (normalized) is 0.666. (6) The peptide sequence is ERFAVNPGLLETSEGCR. The MHC is HLA-DPA10301-DPB10402 with pseudo-sequence HLA-DPA10301-DPB10402. The binding affinity (normalized) is 0.518. (7) The peptide sequence is TVLFGVSRSMGIGSQ. The MHC is DRB3_0101 with pseudo-sequence DRB3_0101. The binding affinity (normalized) is 0.258.